This data is from Full USPTO retrosynthesis dataset with 1.9M reactions from patents (1976-2016). The task is: Predict the reactants needed to synthesize the given product. (1) Given the product [N:1]1([C:7](=[O:40])[CH:8]=[CH:9][C:10]2[CH:15]=[CH:14][C:13]([S:16][C:17]3[CH:18]=[C:19]([NH:23][C:24]4([C:30]([NH2:31])=[O:42])[CH2:29][CH2:28][O:27][CH2:26][CH2:25]4)[CH:20]=[CH:21][CH:22]=3)=[C:12]([C:32]([F:33])([F:34])[F:35])[C:11]=2[C:36]([F:39])([F:37])[F:38])[CH2:6][CH2:5][O:4][CH2:3][CH2:2]1, predict the reactants needed to synthesize it. The reactants are: [N:1]1([C:7](=[O:40])[CH:8]=[CH:9][C:10]2[CH:15]=[CH:14][C:13]([S:16][C:17]3[CH:18]=[C:19]([NH:23][C:24]4([C:30]#[N:31])[CH2:29][CH2:28][O:27][CH2:26][CH2:25]4)[CH:20]=[CH:21][CH:22]=3)=[C:12]([C:32]([F:35])([F:34])[F:33])[C:11]=2[C:36]([F:39])([F:38])[F:37])[CH2:6][CH2:5][O:4][CH2:3][CH2:2]1.S(=O)(=O)(O)[OH:42].[OH-].[NH4+]. (2) Given the product [CH3:1][N:2]1[CH:6]=[C:5]([CH:7]=[O:8])[C:4]([CH3:9])=[N:3]1, predict the reactants needed to synthesize it. The reactants are: [CH3:1][N:2]1[CH:6]=[C:5]([CH2:7][OH:8])[C:4]([CH3:9])=[N:3]1.C[N+]1([O-])CCOCC1.C([N+](CCC)(CCC)CCC)CC. (3) Given the product [N:1]1[O:2][N:3]=[C:4]2[C:9]([CH:10]3[C:15]([C:16]#[N:17])=[C:14]([CH:18]4[CH2:27][CH2:26][CH2:25][CH2:24][C:19]4=[O:20])[NH:13][C:12]4=[N:28][NH:29][CH:30]=[C:11]34)=[CH:8][CH:7]=[CH:6][C:5]=12, predict the reactants needed to synthesize it. The reactants are: [N:1]1[O:2][N:3]=[C:4]2[C:9]([CH:10]3[C:15]([C:16]#[N:17])=[C:14]([CH:18]4[CH2:27][CH2:26][CH2:25][CH2:24][C:19]54OCC[O:20]5)[NH:13][C:12]4=[N:28][NH:29][CH:30]=[C:11]34)=[CH:8][CH:7]=[CH:6][C:5]=12.O1CCOCC1.Cl. (4) Given the product [CH3:78][N:79]1[CH2:84][CH2:83][N:82]([C:74]2[CH:75]=[CH:76][C:61]([O:60][CH2:53][C:54]3[CH:59]=[CH:58][CH:57]=[CH:56][CH:55]=3)=[C:62]([CH:73]=2)[C:63]([O:65][CH2:66][C:67]2[CH:72]=[CH:71][CH:70]=[CH:69][CH:68]=2)=[O:64])[CH2:81][CH2:80]1, predict the reactants needed to synthesize it. The reactants are: C(=O)([O-])[O-].[Cs+].[Cs+].C1C=CC(P(C2C(C3C(P(C4C=CC=CC=4)C4C=CC=CC=4)=CC=C4C=3C=CC=C4)=C3C(C=CC=C3)=CC=2)C2C=CC=CC=2)=CC=1.[CH2:53]([O:60][C:61]1[CH:76]=[CH:75][C:74](Br)=[CH:73][C:62]=1[C:63]([O:65][CH2:66][C:67]1[CH:72]=[CH:71][CH:70]=[CH:69][CH:68]=1)=[O:64])[C:54]1[CH:59]=[CH:58][CH:57]=[CH:56][CH:55]=1.[CH3:78][N:79]1[CH2:84][CH2:83][NH:82][CH2:81][CH2:80]1. (5) The reactants are: ClC1N=NC(Cl)=CC=1.OCC1CCN(C(OC(C)(C)C)=O)CC1.CC(C)([O-])C.[K+].Cl[C:31]1[N:36]=[N:35][C:34]([O:37][CH2:38][CH:39]2[CH2:44][CH2:43][N:42]([C:45]([O:47][C:48]([CH3:51])([CH3:50])[CH3:49])=[O:46])[CH2:41][CH2:40]2)=[CH:33][CH:32]=1.[CH3:52][S:53]([C:56]1[CH:61]=[CH:60][C:59](B(O)O)=[CH:58][CH:57]=1)(=[O:55])=[O:54].C([O-])([O-])=O.[Na+].[Na+]. Given the product [CH3:52][S:53]([C:56]1[CH:61]=[CH:60][C:59]([C:31]2[N:36]=[N:35][C:34]([O:37][CH2:38][CH:39]3[CH2:44][CH2:43][N:42]([C:45]([O:47][C:48]([CH3:51])([CH3:50])[CH3:49])=[O:46])[CH2:41][CH2:40]3)=[CH:33][CH:32]=2)=[CH:58][CH:57]=1)(=[O:55])=[O:54], predict the reactants needed to synthesize it. (6) Given the product [N:28]([C:22]1[N:23]=[CH:24][C:25]2[C:20]([CH:21]=1)=[CH:19][C:18]([CH3:17])=[CH:27][CH:26]=2)=[C:1]=[S:2], predict the reactants needed to synthesize it. The reactants are: [C:1](N1C=CC=CC1=O)(N1C=CC=CC1=O)=[S:2].[CH3:17][C:18]1[CH:19]=[C:20]2[C:25](=[CH:26][CH:27]=1)[CH:24]=[N:23][C:22]([NH2:28])=[CH:21]2. (7) Given the product [C:1]([O:4][CH2:5][C:6]1[C:11]([F:12])=[C:10]([N+:15]([O-:17])=[O:16])[CH:9]=[C:8]([F:13])[C:7]=1[F:14])(=[O:3])[CH3:2], predict the reactants needed to synthesize it. The reactants are: [C:1]([O:4][CH2:5][C:6]1[C:11]([F:12])=[CH:10][CH:9]=[C:8]([F:13])[C:7]=1[F:14])(=[O:3])[CH3:2].[N+:15]([O-])([OH:17])=[O:16].